Dataset: Reaction yield outcomes from USPTO patents with 853,638 reactions. Task: Predict the reaction yield, written as a fraction of the theoretical maximum amount of product (1.0 means a 100% yield; for example, 0.34 means a 34% yield). (1) The reactants are F[C:2]1[C:7]([C:8]2[CH:13]=[CH:12][CH:11]=[CH:10][CH:9]=2)=[CH:6][C:5]([C:14]#[N:15])=[C:4]([N+:16]([O-:18])=[O:17])[CH:3]=1.C(N(CC)CC)C.[CH3:26][N:27]([CH3:33])[C@H:28]1[CH2:32][CH2:31][NH:30][CH2:29]1.C(=O)([O-])O.[Na+]. The catalyst is CS(C)=O.C(OCC)(=O)C. The product is [CH3:26][N:27]([CH3:33])[C@H:28]1[CH2:32][CH2:31][N:30]([C:2]2[C:7]([C:8]3[CH:13]=[CH:12][CH:11]=[CH:10][CH:9]=3)=[CH:6][C:5]([C:14]#[N:15])=[C:4]([N+:16]([O-:18])=[O:17])[CH:3]=2)[CH2:29]1. The yield is 0.950. (2) The reactants are [O:1]1[CH2:5][CH2:4][CH2:3][CH2:2]1.BrC1[CH:8]=[CH:9][C:10]2[NH:15][C:14](=[O:16])[O:13][C:12](C)([CH3:17])[C:11]=2C=1.CN(C)C=O. The catalyst is O. The product is [CH3:11][C:12]1([CH3:17])[C:2]2[CH:3]=[C:4]([CH:5]=[O:1])[CH:8]=[CH:9][C:10]=2[NH:15][C:14](=[O:16])[O:13]1. The yield is 0.620.